This data is from Forward reaction prediction with 1.9M reactions from USPTO patents (1976-2016). The task is: Predict the product of the given reaction. (1) Given the reactants C([NH:8][CH:9]([CH2:13][NH:14]C(OC(C)(C)C)=O)[C:10](O)=[O:11])(OC(C)(C)C)=O.C(#[N:24])C.Cl.[NH2:26][CH2:27][CH2:28][CH2:29][NH:30][C:31](=[O:35])[C:32]([CH3:34])=[CH2:33], predict the reaction product. The product is: [NH2:8][C:9]([NH:26][CH2:27][CH2:28][CH2:29][NH:30][C:31](=[O:35])[C:32]([CH3:34])=[CH2:33])([CH2:13][NH2:14])[C:10]([NH2:24])=[O:11]. (2) Given the reactants [N:1]1[C:10]2[NH:9][CH2:8][CH2:7][CH2:6][C:5]=2[CH:4]=[C:3]([C:11]2[CH:12]=[C:13]([C:17](=[O:19])[CH3:18])[CH:14]=[N:15][CH:16]=2)[CH:2]=1.[C:20]([N:28]=C=O)(=[O:27])C1C=CC=CC=1.C([O-])([O-])=O.[K+].[K+].CCOC(C)=O, predict the reaction product. The product is: [C:17]([C:13]1[CH:12]=[C:11]([C:3]2[CH:4]=[C:5]3[C:10](=[N:1][CH:2]=2)[N:9]([C:20]([NH2:28])=[O:27])[CH2:8][CH2:7][CH2:6]3)[CH:16]=[N:15][CH:14]=1)(=[O:19])[CH3:18]. (3) Given the reactants [F:1][C:2]1[CH:7]=[C:6]([CH3:8])[C:5]([CH:9]2[C:13](=[O:14])[CH:12]=[CH:11][C:10]2=[O:15])=[C:4]([CH3:16])[CH:3]=1, predict the reaction product. The product is: [F:1][C:2]1[CH:3]=[C:4]([CH3:16])[C:5]([CH:9]2[C:13](=[O:14])[CH2:12][CH2:11][C:10]2=[O:15])=[C:6]([CH3:8])[CH:7]=1. (4) The product is: [NH2:34][C@H:35]([CH2:39][CH2:40][C:41]([NH:43][CH:44]([CH2:45][S:46][CH:23]([CH2:24][N:25]([CH3:27])[CH3:26])[CH2:22][C:21]([NH:20][C:17]1[CH:18]=[C:19]2[C:14](=[CH:15][C:16]=1[O:29][CH2:30][CH3:31])[N:13]=[CH:12][C:11]([C:32]#[N:33])=[C:10]2[NH:9][C:4]1[CH:5]=[CH:6][C:7]([F:8])=[C:2]([Cl:1])[CH:3]=1)=[O:28])[C:47]([NH:49][CH2:50][C:51]([OH:53])=[O:52])=[O:48])=[O:42])[C:36]([OH:38])=[O:37]. Given the reactants [Cl:1][C:2]1[CH:3]=[C:4]([NH:9][C:10]2[C:19]3[C:14](=[CH:15][C:16]([O:29][CH2:30][CH3:31])=[C:17]([NH:20][C:21](=[O:28])[CH:22]=[CH:23][CH2:24][N:25]([CH3:27])[CH3:26])[CH:18]=3)[N:13]=[CH:12][C:11]=2[C:32]#[N:33])[CH:5]=[CH:6][C:7]=1[F:8].[NH2:34][C@@H:35]([CH2:39][CH2:40][C:41]([NH:43][C@H:44]([C:47]([NH:49][CH2:50][C:51]([OH:53])=[O:52])=[O:48])[CH2:45][SH:46])=[O:42])[C:36]([OH:38])=[O:37].C(N(CC)CC)C.CO, predict the reaction product. (5) Given the reactants [CH3:1][N:2]([CH3:24])[CH2:3][CH2:4][NH:5][C:6]([C:8]1[NH:9][C:10]2[C:15]([C:16]=1[C:17]1[CH:22]=[CH:21][CH:20]=[CH:19][CH:18]=1)=[CH:14][C:13]([NH2:23])=[CH:12][CH:11]=2)=[O:7].[C:25]([C:29]1[CH:34]=[CH:33][C:32]([S:35](Cl)(=[O:37])=[O:36])=[CH:31][CH:30]=1)([CH3:28])([CH3:27])[CH3:26].ClCCl.CO, predict the reaction product. The product is: [CH3:1][N:2]([CH3:24])[CH2:3][CH2:4][NH:5][C:6]([C:8]1[NH:9][C:10]2[C:15]([C:16]=1[C:17]1[CH:22]=[CH:21][CH:20]=[CH:19][CH:18]=1)=[CH:14][C:13]([NH:23][S:35]([C:32]1[CH:33]=[CH:34][C:29]([C:25]([CH3:28])([CH3:27])[CH3:26])=[CH:30][CH:31]=1)(=[O:37])=[O:36])=[CH:12][CH:11]=2)=[O:7]. (6) Given the reactants [NH2:1][C:2]1[CH:10]=[C:9]([Cl:11])[CH:8]=[C:7]([Cl:12])[C:3]=1[C:4](O)=[O:5].CC[N:15]=C=NCCCN(C)C.Cl.C1C=CC2N(O)N=NC=2C=1.CN1CCOCC1.[NH4+].[OH-], predict the reaction product. The product is: [NH2:1][C:2]1[CH:10]=[C:9]([Cl:11])[CH:8]=[C:7]([Cl:12])[C:3]=1[C:4]([NH2:15])=[O:5]. (7) Given the reactants [Cl:1][C:2]1[CH:3]=[C:4]([N:11]2[C:20]3[C:15](=[CH:16][C:17]([S:21]([NH:24][C:25]4[CH:29]=[CH:28][O:27][N:26]=4)(=[O:23])=[O:22])=[CH:18][CH:19]=3)[CH:14]=[CH:13][C:12]2=[O:30])[C:5]([O:9][CH3:10])=[N:6][C:7]=1Cl.Cl.[F:32][C:33]1([F:37])[CH2:36][NH:35][CH2:34]1.C(=O)([O-])[O-].[K+].[K+], predict the reaction product. The product is: [Cl:1][C:2]1[CH:3]=[C:4]([N:11]2[C:20]3[C:15](=[CH:16][C:17]([S:21]([NH:24][C:25]4[CH:29]=[CH:28][O:27][N:26]=4)(=[O:23])=[O:22])=[CH:18][CH:19]=3)[CH:14]=[CH:13][C:12]2=[O:30])[C:5]([O:9][CH3:10])=[N:6][C:7]=1[N:35]1[CH2:36][C:33]([F:37])([F:32])[CH2:34]1. (8) Given the reactants [Br:1][C:2]1[S:6][C:5]([NH:7][C:8](=[O:14])[O:9][C:10]([CH3:13])([CH3:12])[CH3:11])=[N:4][CH:3]=1.C([O-])([O-])=O.[Cs+].[Cs+].[CH3:21][C:22]([CH3:53])([CH3:52])[C:23]([O:25][CH2:26][C@H:27]([C@H:38]1[CH2:42]OS(=O)(=O)[N:39]1[C:45]([O:47][C:48]([CH3:51])([CH3:50])[CH3:49])=[O:46])[C:28]1[CH:33]=[CH:32][C:31]([C:34]([F:37])([F:36])[F:35])=[CH:30][CH:29]=1)=[O:24], predict the reaction product. The product is: [CH3:52][C:22]([CH3:21])([CH3:53])[C:23]([O:25][CH2:26][C@@H:27]([C:28]1[CH:29]=[CH:30][C:31]([C:34]([F:35])([F:37])[F:36])=[CH:32][CH:33]=1)[C@H:38]([NH:39][C:45]([O:47][C:48]([CH3:49])([CH3:50])[CH3:51])=[O:46])[CH2:42][N:7]([C:5]1[S:6][C:2]([Br:1])=[CH:3][N:4]=1)[C:8]([O:9][C:10]([CH3:11])([CH3:13])[CH3:12])=[O:14])=[O:24]. (9) Given the reactants O.NN.[CH:4](/[C:12]1[O:13][CH:14]=[C:15]([CH2:17][CH2:18][N:19]2[C:23](=[O:24])C3=CC=CC=C3C2=O)[N:16]=1)=[CH:5]\[C:6]1[CH:11]=[CH:10][CH:9]=[CH:8][CH:7]=1.C(=O)([O-])O.[Na+].C(OC([O:37][C:38]([CH3:41])([CH3:40])[CH3:39])=O)([O:37][C:38]([CH3:41])([CH3:40])[CH3:39])=O, predict the reaction product. The product is: [C:38]([O:37][C:23]([NH:19][CH2:18][CH2:17][C:15]1[N:16]=[C:12](/[CH:4]=[CH:5]/[C:6]2[CH:7]=[CH:8][CH:9]=[CH:10][CH:11]=2)[O:13][CH:14]=1)=[O:24])([CH3:41])([CH3:40])[CH3:39]. (10) Given the reactants [F:1][C:2]([F:55])([F:54])[C:3]1[CH:4]=[C:5]([CH:47]=[C:48]([C:50]([F:53])([F:52])[F:51])[CH:49]=1)[C:6]([N:8]1[CH2:12][C@@:11]([CH2:20][CH2:21][N:22]2[CH2:27][CH2:26][C:25]3([C:35]4[C:30](=[CH:31][CH:32]=[CH:33][CH:34]=4)[CH2:29][C@@H:28]3[O:36][CH2:37][C:38]([N:40]([CH3:46])[CH2:41][CH2:42][CH2:43][NH:44][CH3:45])=[O:39])[CH2:24][CH2:23]2)([C:13]2[CH:18]=[CH:17][C:16]([F:19])=[CH:15][CH:14]=2)[O:10][CH2:9]1)=[O:7].[NH2:56][C:57]1[N:62]=[CH:61][C:60]([C:63]([OH:65])=O)=[CH:59][CH:58]=1.Cl.C(N=C=NCCCN(C)C)C, predict the reaction product. The product is: [NH2:56][C:57]1[CH:58]=[CH:59][C:60]([C:63]([N:44]([CH2:43][CH2:42][CH2:41][N:40]([C:38](=[O:39])[CH2:37][O:36][C@@H:28]2[C:25]3([CH2:26][CH2:27][N:22]([CH2:21][CH2:20][C@:11]4([C:13]5[CH:18]=[CH:17][C:16]([F:19])=[CH:15][CH:14]=5)[O:10][CH2:9][N:8]([C:6](=[O:7])[C:5]5[CH:47]=[C:48]([C:50]([F:51])([F:52])[F:53])[CH:49]=[C:3]([C:2]([F:54])([F:1])[F:55])[CH:4]=5)[CH2:12]4)[CH2:23][CH2:24]3)[C:35]3[C:30](=[CH:31][CH:32]=[CH:33][CH:34]=3)[CH2:29]2)[CH3:46])[CH3:45])=[O:65])=[CH:61][N:62]=1.